From a dataset of CYP2D6 inhibition data for predicting drug metabolism from PubChem BioAssay. Regression/Classification. Given a drug SMILES string, predict its absorption, distribution, metabolism, or excretion properties. Task type varies by dataset: regression for continuous measurements (e.g., permeability, clearance, half-life) or binary classification for categorical outcomes (e.g., BBB penetration, CYP inhibition). Dataset: cyp2d6_veith. (1) The drug is COc1ccc(C(=O)N2CCC3(CCCN(c4ccncc4)C3)CC2)cc1. The result is 1 (inhibitor). (2) The molecule is CCCCCn1c(SCc2ccncc2)nc2cc(C(=O)NCc3ccco3)ccc2c1=O. The result is 1 (inhibitor). (3) The molecule is CCOc1ccc(OCCOc2ncnc3ccccc23)cc1. The result is 0 (non-inhibitor).